This data is from Catalyst prediction with 721,799 reactions and 888 catalyst types from USPTO. The task is: Predict which catalyst facilitates the given reaction. (1) Reactant: Br[CH2:2][C:3]([C:5]1[C:6](=[O:16])[O:7][C:8]2[C:13]([CH:14]=1)=[CH:12][CH:11]=[C:10]([F:15])[CH:9]=2)=O.[F:17][C:18]1[CH:19]=[N:20][C:21]([NH2:24])=[N:22][CH:23]=1. Product: [F:15][C:10]1[CH:9]=[C:8]2[C:13]([CH:14]=[C:5]([C:3]3[N:24]=[C:21]4[N:22]=[CH:23][C:18]([F:17])=[CH:19][N:20]4[CH:2]=3)[C:6](=[O:16])[O:7]2)=[CH:12][CH:11]=1. The catalyst class is: 14. (2) Reactant: [CH3:1][O:2][C:3]1[CH:22]=[CH:21][C:6]([C:7]([CH:9]2[CH2:14][CH2:13][N:12]([CH:15]3[CH2:19][CH2:18][NH:17][C:16]3=[O:20])[CH2:11][CH2:10]2)=[O:8])=[CH:5][CH:4]=1.Br[CH2:24][C:25]1[CH:26]=[CH:27][C:28]([Cl:33])=[C:29]([CH:32]=1)[C:30]#[N:31].[H-].[Na+]. Product: [Cl:33][C:28]1[CH:27]=[CH:26][C:25]([CH2:24][N:17]2[CH2:18][CH2:19][CH:15]([N:12]3[CH2:13][CH2:14][CH:9]([C:7](=[O:8])[C:6]4[CH:5]=[CH:4][C:3]([O:2][CH3:1])=[CH:22][CH:21]=4)[CH2:10][CH2:11]3)[C:16]2=[O:20])=[CH:32][C:29]=1[C:30]#[N:31]. The catalyst class is: 118. (3) Reactant: [CH3:1][C:2]1[C:10]2[C:9](=[O:11])[N:8]([CH3:12])[C:7](=[O:13])[N:6]([CH3:14])[C:5]=2[NH:4][N:3]=1.[CH3:15]OS(OC)(=O)=O. Product: [CH3:15][N:3]1[C:2]([CH3:1])=[C:10]2[C:5]([N:6]([CH3:14])[C:7](=[O:13])[N:8]([CH3:12])[C:9]2=[O:11])=[N:4]1. The catalyst class is: 611.